The task is: Regression. Given a peptide amino acid sequence and an MHC pseudo amino acid sequence, predict their binding affinity value. This is MHC class I binding data.. This data is from Peptide-MHC class I binding affinity with 185,985 pairs from IEDB/IMGT. The peptide sequence is YAGDFDSVI. The MHC is Patr-B0101 with pseudo-sequence Patr-B0101. The binding affinity (normalized) is 0.796.